Dataset: Forward reaction prediction with 1.9M reactions from USPTO patents (1976-2016). Task: Predict the product of the given reaction. The product is: [F:2][C:3]1[CH:4]=[C:5]([CH:11]2[N:16]([C:17]([O:19][C:20]3[CH:21]=[CH:22][C:23]([N+:26]([O-:28])=[O:27])=[CH:24][CH:25]=3)=[O:18])[C:15](=[O:29])[NH:14][C:13]([CH3:31])=[C:12]2[C:32](=[O:34])[CH3:33])[CH:6]=[C:7]([F:10])[C:8]=1[F:9]. Given the reactants Cl.[F:2][C:3]1[CH:4]=[C:5]([CH:11]2[N:16]([C:17]([O:19][C:20]3[CH:25]=[CH:24][C:23]([N+:26]([O-:28])=[O:27])=[CH:22][CH:21]=3)=[O:18])[C:15]([O:29]C)=[N:14][C:13]([CH3:31])=[C:12]2[C:32](=[O:34])[CH3:33])[CH:6]=[C:7]([F:10])[C:8]=1[F:9], predict the reaction product.